From a dataset of Forward reaction prediction with 1.9M reactions from USPTO patents (1976-2016). Predict the product of the given reaction. (1) Given the reactants Cl[CH2:2][C:3]1[N:4]=[C:5]([C:18]2[CH:23]=[CH:22][C:21]([Cl:24])=[CH:20][CH:19]=2)[N:6]([C:8]2[CH:13]=[CH:12][C:11]([S:14]([CH3:17])(=[O:16])=[O:15])=[CH:10][CH:9]=2)[CH:7]=1.[N-:25]=[N+:26]=[N-:27].[Na+], predict the reaction product. The product is: [N:25]([CH2:2][C:3]1[N:4]=[C:5]([C:18]2[CH:23]=[CH:22][C:21]([Cl:24])=[CH:20][CH:19]=2)[N:6]([C:8]2[CH:13]=[CH:12][C:11]([S:14]([CH3:17])(=[O:16])=[O:15])=[CH:10][CH:9]=2)[CH:7]=1)=[N+:26]=[N-:27]. (2) Given the reactants [Cl:1][C:2]1[CH:7]=[C:6]([NH2:8])[C:5]([F:9])=[CH:4][N:3]=1.C(=O)([O-])O.[Na+].[C:15](OC(=O)C)(=[O:17])[CH3:16], predict the reaction product. The product is: [Cl:1][C:2]1[CH:7]=[C:6]([NH:8][C:15](=[O:17])[CH3:16])[C:5]([F:9])=[CH:4][N:3]=1.